This data is from Full USPTO retrosynthesis dataset with 1.9M reactions from patents (1976-2016). The task is: Predict the reactants needed to synthesize the given product. (1) Given the product [OH:1][CH:2]1[O:10][C@H:9]([CH2:11][OH:12])[C@H:7]([OH:8])[C@H:5]([OH:6])[C@H:3]1[OH:4], predict the reactants needed to synthesize it. The reactants are: [O:1]=[CH:2][C@@H:3]([C@H:5]([C@H:7]([C@@H:9]([CH2:11][OH:12])[OH:10])[OH:8])[OH:6])[OH:4].OC1O[C@H](CO)[C@@H](O)[C@H](O)[C@H]1NC(C)=O.OC1O[C@H](CO)[C@@H](O)[C@H](O)[C@@H]1O.O=C[C@H]([C@H]([C@@H]([C@@H](CO)O)O)O)O.OC1O[C@@H](C)[C@@H](O)[C@@H](O)[C@@H]1O.O=C[C@H]([C@@H]([C@@H]([C@H](C)O)O)O)O.C1C=C(C(O)=O)C(N)=CC=1.OC(C1(O[C@@H]([C@@H]([C@@H](CO)O)O)[C@H](NC(C)=O)[C@@H](O)C1)O)=O. (2) Given the product [CH3:3][CH:2]([O:4][C:5]1[CH:13]=[CH:12][C:8]([C:9]2[O:11][N:33]=[C:34]([C:35]3[CH:52]=[CH:51][C:38]4[CH2:39][CH2:40][N:41]([C:44]([O:46][C:47]([CH3:48])([CH3:49])[CH3:50])=[O:45])[CH2:42][CH2:43][C:37]=4[CH:36]=3)[N:53]=2)=[CH:7][C:6]=1[C:14]([F:17])([F:16])[F:15])[CH3:1], predict the reactants needed to synthesize it. The reactants are: [CH3:1][CH:2]([O:4][C:5]1[CH:13]=[CH:12][C:8]([C:9]([OH:11])=O)=[CH:7][C:6]=1[C:14]([F:17])([F:16])[F:15])[CH3:3].C1C=CC2N(O)N=NC=2C=1.C(Cl)CCl.O[NH:33][C:34](=[NH:53])[C:35]1[CH:52]=[CH:51][C:38]2[CH2:39][CH2:40][N:41]([C:44]([O:46][C:47]([CH3:50])([CH3:49])[CH3:48])=[O:45])[CH2:42][CH2:43][C:37]=2[CH:36]=1.